Predict the reactants needed to synthesize the given product. From a dataset of Full USPTO retrosynthesis dataset with 1.9M reactions from patents (1976-2016). (1) Given the product [Br:1][C:2]1[C:6]([Br:7])=[CH:5][S:4][C:3]=1[S:8]([NH:12][C:13]1[CH:22]=[CH:21][C:16]([C:17]([O:19][CH3:20])=[O:18])=[C:15]([OH:23])[CH:14]=1)(=[O:10])=[O:9], predict the reactants needed to synthesize it. The reactants are: [Br:1][C:2]1[C:6]([Br:7])=[CH:5][S:4][C:3]=1[S:8](Cl)(=[O:10])=[O:9].[NH2:12][C:13]1[CH:14]=[C:15]([OH:23])[C:16](=[CH:21][CH:22]=1)[C:17]([O:19][CH3:20])=[O:18].N1C=CC=CC=1. (2) Given the product [Cl:1][C:2]1[CH:7]=[CH:6][C:5]([S:8]([N:11]([CH2:23][C:24]2[CH:29]=[CH:28][C:27]([O:30][CH3:31])=[C:26]([F:32])[C:25]=2[F:33])[C@@H:12]2[CH2:18][C:17]([F:19])([F:20])[CH2:16][CH2:15][NH:14][C:13]2=[O:21])(=[O:9])=[O:10])=[CH:4][CH:3]=1, predict the reactants needed to synthesize it. The reactants are: [Cl:1][C:2]1[CH:7]=[CH:6][C:5]([S:8]([NH:11][C@@H:12]2[CH2:18][C:17]([F:20])([F:19])[CH2:16][CH2:15][NH:14][C:13]2=[O:21])(=[O:10])=[O:9])=[CH:4][CH:3]=1.Br[CH2:23][C:24]1[CH:29]=[CH:28][C:27]([O:30][CH3:31])=[C:26]([F:32])[C:25]=1[F:33]. (3) Given the product [CH:15]([C:18]1[CH:19]=[C:20]([CH:22]=[CH:23][CH:24]=1)[NH:21][C:2]1[CH:7]=[C:6]([CH3:8])[N:5]=[C:4]([C:9]2[CH:14]=[CH:13][CH:12]=[CH:11][N:10]=2)[N:3]=1)([CH3:17])[CH3:16], predict the reactants needed to synthesize it. The reactants are: Cl[C:2]1[CH:7]=[C:6]([CH3:8])[N:5]=[C:4]([C:9]2[CH:14]=[CH:13][CH:12]=[CH:11][N:10]=2)[N:3]=1.[CH:15]([C:18]1[CH:19]=[C:20]([CH:22]=[CH:23][CH:24]=1)[NH2:21])([CH3:17])[CH3:16]. (4) Given the product [CH2:1]([O:3][C:4]([C:6]1([C:9]2[CH:10]=[CH:11][C:12]([C:15]3[CH:20]=[CH:19][C:18]([C:21]4[O:25][N:24]=[C:23]([CH3:26])[C:22]=4[NH:27][C:36]4[CH:37]=[CH:38][CH:39]=[C:34]([C:32](=[O:33])[NH:31][CH2:30][C:29]([CH3:41])([CH3:28])[CH3:42])[N:35]=4)=[CH:17][CH:16]=3)=[CH:13][CH:14]=2)[CH2:8][CH2:7]1)=[O:5])[CH3:2], predict the reactants needed to synthesize it. The reactants are: [CH2:1]([O:3][C:4]([C:6]1([C:9]2[CH:14]=[CH:13][C:12]([C:15]3[CH:20]=[CH:19][C:18]([C:21]4[O:25][N:24]=[C:23]([CH3:26])[C:22]=4[NH2:27])=[CH:17][CH:16]=3)=[CH:11][CH:10]=2)[CH2:8][CH2:7]1)=[O:5])[CH3:2].[CH3:28][C:29]([CH3:42])([CH3:41])[CH2:30][NH:31][C:32]([C:34]1[CH:39]=[CH:38][CH:37]=[C:36](Br)[N:35]=1)=[O:33]. (5) Given the product [Li:1].[C-:10]1[C:11]2[C:6](=[CH:5][CH:4]=[CH:3][CH:2]=2)[CH:7]=[CH:8][CH:9]=1, predict the reactants needed to synthesize it. The reactants are: [Li:1].[CH:2]1[C:11]2[C:6](=[CH:7][CH:8]=[CH:9][CH:10]=2)[CH:5]=[CH:4][CH:3]=1.[Cl-].[NH4+].